This data is from Reaction yield outcomes from USPTO patents with 853,638 reactions. The task is: Predict the reaction yield, written as a fraction of the theoretical maximum amount of product (1.0 means a 100% yield; for example, 0.34 means a 34% yield). (1) The reactants are Br[C:2]1[CH:3]=[C:4]2[C:8](=[C:9]([F:11])[CH:10]=1)[N:7]([CH3:12])[C:6](=[O:13])[C:5]2([CH3:15])[CH3:14].[CH3:16][N:17]1[C:21]([C:22]#[N:23])=[CH:20][CH:19]=[C:18]1B(O)O.[F-].[K+]. The catalyst is O1CCOCC1.CCOC(C)=O.CC(C)([P](C(C)(C)C)([Pd][P](C(C)(C)C)(C(C)(C)C)C(C)(C)C)C(C)(C)C)C. The product is [F:11][C:9]1[CH:10]=[C:2]([C:18]2[N:17]([CH3:16])[C:21]([C:22]#[N:23])=[CH:20][CH:19]=2)[CH:3]=[C:4]2[C:8]=1[N:7]([CH3:12])[C:6](=[O:13])[C:5]2([CH3:15])[CH3:14]. The yield is 0.280. (2) The reactants are Br[C:2]1[CH:14]=[CH:13][C:5]2[S:6][C:7]3[CH:12]=[CH:11][CH:10]=[CH:9][C:8]=3[C:4]=2[CH:3]=1.[C:15]1([N:21]2[C:33]3[CH:32]=[CH:31][C:30]([C:34]4[CH:35]=[CH:36][C:37]5[NH:38][C:39]6[C:44]([C:45]=5[CH:46]=4)=[CH:43][CH:42]=[CH:41][CH:40]=6)=[CH:29][C:28]=3[C:27]3[C:22]2=[CH:23][CH:24]=[CH:25][CH:26]=3)[CH:20]=[CH:19][CH:18]=[CH:17][CH:16]=1.CC(C)([O-])C.[Na+]. The product is [CH:3]1[C:4]2[C:8]3[CH:9]=[CH:10][CH:11]=[CH:12][C:7]=3[S:6][C:5]=2[CH:13]=[CH:14][C:2]=1[N:38]1[C:37]2[CH:36]=[CH:35][C:34]([C:30]3[CH:31]=[CH:32][C:33]4[N:21]([C:15]5[CH:20]=[CH:19][CH:18]=[CH:17][CH:16]=5)[C:22]5[C:27]([C:28]=4[CH:29]=3)=[CH:26][CH:25]=[CH:24][CH:23]=5)=[CH:46][C:45]=2[C:44]2[C:39]1=[CH:40][CH:41]=[CH:42][CH:43]=2. The yield is 0.581. The catalyst is C1(C)C(C)=CC=CC=1.C1C=CC(/C=C/C(/C=C/C2C=CC=CC=2)=O)=CC=1.C1C=CC(/C=C/C(/C=C/C2C=CC=CC=2)=O)=CC=1.C1C=CC(/C=C/C(/C=C/C2C=CC=CC=2)=O)=CC=1.[Pd].[Pd].C1(P(C2CCCCC2)C2C=CC=CC=2C2C(OC)=CC=CC=2OC)CCCCC1. (3) The catalyst is O1CCCC1.CO. The yield is 0.910. The product is [CH3:40][C:6]1[CH:7]=[CH:2][C:3]([NH:21][C:24]([C:25]2[CH:30]=[CH:29][C:28]([CH2:31][N:32]3[CH2:33][CH2:34][N:35]([CH3:38])[CH2:36][CH2:37]3)=[CH:27][CH:26]=2)=[O:23])=[CH:4][C:5]=1[NH:8][C:9]1[N:10]=[CH:11][CH:12]=[C:13]([C:15]2[CH:20]=[CH:19][CH:18]=[N:17][CH:16]=2)[N:14]=1. The reactants are C[C:2]1[CH:7]=[CH:6][C:5]([NH:8][C:9]2[N:14]=[C:13]([C:15]3[CH:16]=[N:17][CH:18]=[CH:19][CH:20]=3)[CH:12]=[CH:11][N:10]=2)=[CH:4][C:3]=1[NH2:21].C[O:23][C:24](=O)[C:25]1[CH:30]=[CH:29][C:28]([CH2:31][N:32]2[CH2:37][CH2:36][N:35]([CH3:38])[CH2:34][CH2:33]2)=[CH:27][CH:26]=1.[CH3:40][O-].[Na+]. (4) The reactants are Br[C:2]1[CH:3]=[C:4]([N:22]([CH2:29][CH2:30][CH3:31])[CH:23]2[CH2:28][CH2:27][O:26][CH2:25][CH2:24]2)[C:5]([CH3:21])=[C:6]([CH:20]=1)[C:7]([NH:9][CH2:10][C:11]1[C:12](=[O:19])[NH:13][C:14]([CH3:18])=[CH:15][C:16]=1[CH3:17])=[O:8].CC1(C)C(C)(C)OB([C:40]2[CH:52]=[CH:51][C:43]([CH2:44][N:45]3[CH2:50][CH2:49][O:48][CH2:47][CH2:46]3)=[CH:42][CH:41]=2)O1.C([O-])([O-])=O.[Na+].[Na+]. The catalyst is O1CCOCC1.O.C1C=CC([P]([Pd]([P](C2C=CC=CC=2)(C2C=CC=CC=2)C2C=CC=CC=2)([P](C2C=CC=CC=2)(C2C=CC=CC=2)C2C=CC=CC=2)[P](C2C=CC=CC=2)(C2C=CC=CC=2)C2C=CC=CC=2)(C2C=CC=CC=2)C2C=CC=CC=2)=CC=1. The product is [CH3:17][C:16]1[CH:15]=[C:14]([CH3:18])[NH:13][C:12](=[O:19])[C:11]=1[CH2:10][NH:9][C:7]([C:6]1[CH:20]=[C:2]([C:40]2[CH:41]=[CH:42][C:43]([CH2:44][N:45]3[CH2:50][CH2:49][O:48][CH2:47][CH2:46]3)=[CH:51][CH:52]=2)[CH:3]=[C:4]([N:22]([CH2:29][CH2:30][CH3:31])[CH:23]2[CH2:28][CH2:27][O:26][CH2:25][CH2:24]2)[C:5]=1[CH3:21])=[O:8]. The yield is 0.837. (5) The reactants are C(OC)(=O)CCCCC(OC)=O.[CH2:13]1[C:21]2[C:16](=[CH:17][CH:18]=[CH:19][CH:20]=2)[CH2:15][CH:14]1O. The catalyst is CCCC[O-].CCCC[O-].CCCC[O-].CCCC[O-].[Ti+4].CO. The product is [CH2:13]1[C:21]2[C:16](=[CH:17][CH:18]=[CH:19][CH:20]=2)[CH2:15][CH2:14]1. The yield is 0.900.